The task is: Regression. Given two drug SMILES strings and cell line genomic features, predict the synergy score measuring deviation from expected non-interaction effect.. This data is from NCI-60 drug combinations with 297,098 pairs across 59 cell lines. Drug 1: C1CCN(CC1)CCOC2=CC=C(C=C2)C(=O)C3=C(SC4=C3C=CC(=C4)O)C5=CC=C(C=C5)O. Drug 2: CC1OCC2C(O1)C(C(C(O2)OC3C4COC(=O)C4C(C5=CC6=C(C=C35)OCO6)C7=CC(=C(C(=C7)OC)O)OC)O)O. Cell line: HCT116. Synergy scores: CSS=23.6, Synergy_ZIP=-0.872, Synergy_Bliss=-3.15, Synergy_Loewe=-16.2, Synergy_HSA=-4.75.